This data is from Reaction yield outcomes from USPTO patents with 853,638 reactions. The task is: Predict the reaction yield, written as a fraction of the theoretical maximum amount of product (1.0 means a 100% yield; for example, 0.34 means a 34% yield). (1) The reactants are [F:1][C:2]1[CH:7]=[C:6]([B:8]2[O:12][C:11]([CH3:14])([CH3:13])[C:10]([CH3:16])([CH3:15])[O:9]2)[CH:5]=[CH:4][C:3]=1[C@@H:17]([CH3:27])[CH2:18][NH:19][C:20](=[O:26])[O:21][C:22]([CH3:25])([CH3:24])[CH3:23].CI.[CH3:30][Si]([N-][Si](C)(C)C)(C)C.[Na+]. No catalyst specified. The product is [F:1][C:2]1[CH:7]=[C:6]([B:8]2[O:12][C:11]([CH3:14])([CH3:13])[C:10]([CH3:15])([CH3:16])[O:9]2)[CH:5]=[CH:4][C:3]=1[C@@H:17]([CH3:27])[CH2:18][N:19]([CH3:30])[C:20](=[O:26])[O:21][C:22]([CH3:25])([CH3:24])[CH3:23]. The yield is 0.820. (2) The reactants are [CH2:1]([NH:10][S:11]([CH3:14])(=[O:13])=[O:12])[C:2]([C:4]1[CH:9]=[CH:8][CH:7]=[CH:6][CH:5]=1)=[O:3].IC.[C:17](=O)([O-])[O-].[K+].[K+]. The catalyst is CC(C)=O. The product is [CH3:17][N:10]([CH2:1][C:2]([C:4]1[CH:9]=[CH:8][CH:7]=[CH:6][CH:5]=1)=[O:3])[S:11]([CH3:14])(=[O:13])=[O:12]. The yield is 0.330. (3) The reactants are [CH3:1][O:2][C:3]([C:5]1[C:13]2[N:12]=[C:11]([NH2:14])[NH:10][C:9]=2[CH:8]=[CH:7][CH:6]=1)=[O:4].[CH2:15](Br)[C:16]1[CH:21]=[CH:20][CH:19]=[CH:18][CH:17]=1. The catalyst is CS(C)=O. The product is [CH3:1][O:2][C:3]([C:5]1[C:13]2[N:12]=[C:11]([NH2:14])[N:10]([CH2:15][C:16]3[CH:21]=[CH:20][CH:19]=[CH:18][CH:17]=3)[C:9]=2[CH:8]=[CH:7][CH:6]=1)=[O:4]. The yield is 0.550. (4) The reactants are Cl.[NH:2]1[CH:6]=CC(C(N)=N)=N1.[NH2:10][CH2:11][CH2:12][C:13]1[CH:19]=[CH:18][C:16]([NH2:17])=[CH:15][CH:14]=1.C([N:23](C(C)C)CC)(C)C.CO[C:31]([C:33]1[C:38]([NH2:39])=[N:37][C:36]([NH2:40])=[C:35]([Cl:41])[N:34]=1)=[O:32].[OH-].[Na+]. The catalyst is CN(C=O)C.CO.CCOCC. The product is [ClH:41].[NH2:17][C:16]1[CH:18]=[CH:19][C:13]([CH2:12][CH2:11][NH:10][C:6]([N:37]2[C:36]([NH2:40])=[C:35]([Cl:41])[N:34]=[C:33]([C:31]([NH2:23])=[O:32])[CH:38]2[NH2:39])=[NH:2])=[CH:14][CH:15]=1. The yield is 0.110. (5) The reactants are [CH2:1]([O:3][C:4]([C:6]1[CH:7]=[N:8][C:9]2[C:14]([C:15]=1Cl)=[CH:13][C:12]([F:17])=[CH:11][CH:10]=2)=[O:5])[CH3:2]. The catalyst is C(O)(=O)C.[Pd]. The product is [CH2:1]([O:3][C:4]([C:6]1[CH:7]=[N:8][C:9]2[C:14]([CH:15]=1)=[CH:13][C:12]([F:17])=[CH:11][CH:10]=2)=[O:5])[CH3:2]. The yield is 0.240. (6) The reactants are [C:1]([NH:4][C:5]1[CH:6]=[C:7]2[C:12](=[O:13])[N:11]([CH:14]([C:19]3[CH:24]=[CH:23][C:22]([O:25][CH3:26])=[C:21]([O:27][CH2:28][CH3:29])[CH:20]=3)[CH2:15][C:16](O)=[O:17])[C:9](=[O:10])[C:8]2=[CH:30][CH:31]=1)(=[O:3])[CH3:2].C(N1C=CN=C1)(N1C=CN=C1)=O.Cl.[NH2:45][OH:46]. The catalyst is O1CCCC1. The product is [C:1]([NH:4][C:5]1[CH:6]=[C:7]2[C:12](=[O:13])[N:11]([CH:14]([C:19]3[CH:24]=[CH:23][C:22]([O:25][CH3:26])=[C:21]([O:27][CH2:28][CH3:29])[CH:20]=3)[CH2:15][C:16]([NH:45][OH:46])=[O:17])[C:9](=[O:10])[C:8]2=[CH:30][CH:31]=1)(=[O:3])[CH3:2]. The yield is 0.430. (7) The reactants are [NH2:1]OS(O)(=O)=O.[C:7]([O:11][C:12]([NH:14][C:15]1[S:16][CH:17]=[C:18](S([O-])=O)[N:19]=1)=[O:13])([CH3:10])([CH3:9])[CH3:8].[Li+].[C:24]([O-:27])(=O)C.[Na+]. The catalyst is O. The product is [C:24]([C:18]1[N:19]=[C:15]([NH:14][C:12](=[O:13])[O:11][C:7]([CH3:10])([CH3:9])[CH3:8])[S:16][CH:17]=1)(=[O:27])[NH2:1]. The yield is 0.510.